From a dataset of Forward reaction prediction with 1.9M reactions from USPTO patents (1976-2016). Predict the product of the given reaction. (1) The product is: [Cl:31][C:25]1[C:24]([CH3:32])=[C:23]([NH:22][C@@H:10]([C:11]2[S:12][C:13]([C:16]3[CH:21]=[CH:20][CH:19]=[CH:18][CH:17]=3)=[N:14][N:15]=2)[C@H:9]([OH:8])[CH3:33])[CH:30]=[CH:29][C:26]=1[C:27]#[N:28]. Given the reactants [Si]([O:8][C@H:9]([CH3:33])[C@@H:10]([NH:22][C:23]1[CH:30]=[CH:29][C:26]([C:27]#[N:28])=[C:25]([Cl:31])[C:24]=1[CH3:32])[C:11]1[S:12][C:13]([C:16]2[CH:21]=[CH:20][CH:19]=[CH:18][CH:17]=2)=[N:14][N:15]=1)(C(C)(C)C)(C)C.[F-].C([N+](CCCC)(CCCC)CCCC)CCC, predict the reaction product. (2) Given the reactants Br[C:2]1[S:6][C:5]([C:7]2[CH:8]=[CH:9][C:10]([F:15])=[C:11]([CH:14]=2)[C:12]#[N:13])=[N:4][CH:3]=1.[C:16]([Si:20]([CH3:41])([CH3:40])[O:21][C@@H:22]1[C:30]2[C:25](=[C:26](B3OC(C)(C)C(C)(C)O3)[CH:27]=[CH:28][CH:29]=2)[CH2:24][CH2:23]1)([CH3:19])([CH3:18])[CH3:17].C(=O)([O-])[O-].[K+].[K+].N#N, predict the reaction product. The product is: [Si:20]([O:21][C@@H:22]1[C:30]2[C:25](=[C:26]([C:2]3[S:6][C:5]([C:7]4[CH:8]=[CH:9][C:10]([F:15])=[C:11]([CH:14]=4)[C:12]#[N:13])=[N:4][CH:3]=3)[CH:27]=[CH:28][CH:29]=2)[CH2:24][CH2:23]1)([C:16]([CH3:19])([CH3:18])[CH3:17])([CH3:41])[CH3:40].